This data is from Forward reaction prediction with 1.9M reactions from USPTO patents (1976-2016). The task is: Predict the product of the given reaction. (1) Given the reactants FC(F)(F)C([O-])=O.[O:8]=[C:9]1[C:18]2[C:13](=[CH:14][C:15]([S:19][CH2:20][CH:21]3[CH2:26][CH2:25][NH2+:24][CH2:23][CH2:22]3)=[CH:16][CH:17]=2)[CH2:12][CH2:11][O:10]1.[CH3:27][C:28]1[C:36]2[CH2:35][O:34][C:33](=[O:37])[C:32]=2[CH:31]=[CH:30][C:29]=1[C@@H:38]1[CH2:40][O:39]1, predict the reaction product. The product is: [OH:39][C@H:38]([C:29]1[CH:30]=[CH:31][C:32]2[C:33](=[O:37])[O:34][CH2:35][C:36]=2[C:28]=1[CH3:27])[CH2:40][N:24]1[CH2:25][CH2:26][CH:21]([CH2:20][S:19][C:15]2[CH:14]=[C:13]3[C:18](=[CH:17][CH:16]=2)[C:9](=[O:8])[O:10][CH2:11][CH2:12]3)[CH2:22][CH2:23]1. (2) Given the reactants [NH2:1][N:2]1[N:11]=[C:10]([CH:12]([CH3:14])[CH3:13])[C:9]2[C:4](=[CH:5][CH:6]=[CH:7][CH:8]=2)[C:3]1=[O:15].C(N(CC)CC)C.[F:23][C:24]1[CH:25]=[C:26]([CH2:31][C:32](O)=[O:33])[CH:27]=[C:28]([F:30])[CH:29]=1.F[B-](F)(F)F.N1(OC(N(C)C)=[N+](C)C)C2C=CC=CC=2N=N1, predict the reaction product. The product is: [F:23][C:24]1[CH:25]=[C:26]([CH2:31][C:32]([NH:1][N:2]2[N:11]=[C:10]([CH:12]([CH3:13])[CH3:14])[C:9]3[C:4](=[CH:5][CH:6]=[CH:7][CH:8]=3)[C:3]2=[O:15])=[O:33])[CH:27]=[C:28]([F:30])[CH:29]=1. (3) The product is: [CH:37]1([NH:40][C:19]([C:10]2[C:11](=[O:18])[C:12]3[C:17](=[N:16][CH:15]=[CH:14][CH:13]=3)[N:8]([C:4]3[CH:5]=[CH:6][CH:7]=[C:2]([Br:1])[CH:3]=3)[CH:9]=2)=[O:20])[CH2:39][CH2:38]1. Given the reactants [Br:1][C:2]1[CH:3]=[C:4]([N:8]2[C:17]3[C:12](=[CH:13][CH:14]=[CH:15][N:16]=3)[C:11](=[O:18])[C:10]([C:19](O)=[O:20])=[CH:9]2)[CH:5]=[CH:6][CH:7]=1.C(N(CC)CC)C.ClC(OCC(C)C)=O.[CH:37]1([NH2:40])[CH2:39][CH2:38]1, predict the reaction product.